Predict the product of the given reaction. From a dataset of Forward reaction prediction with 1.9M reactions from USPTO patents (1976-2016). (1) Given the reactants C[O:2][C:3]([CH:5]1[CH:18]([C:19]2[CH:24]=[CH:23][C:22]([O:25][CH3:26])=[CH:21][CH:20]=2)[CH:17]2[CH:12]([CH2:13][CH2:14][CH2:15][CH2:16]2)[C:11]2[C:6]1=[CH:7][CH:8]=[C:9]([O:27][CH3:28])[CH:10]=2)=O.[H-].[Al+3].[Li+].[H-].[H-].[H-].O1CCCC1.[C@H](O)(C([O-])=O)[C@@H](O)C([O-])=O.[Na+].[K+], predict the reaction product. The product is: [CH3:28][O:27][C:9]1[CH:10]=[C:11]2[C:6](=[CH:7][CH:8]=1)[CH:5]([CH2:3][OH:2])[CH:18]([C:19]1[CH:24]=[CH:23][C:22]([O:25][CH3:26])=[CH:21][CH:20]=1)[CH:17]1[CH:12]2[CH2:13][CH2:14][CH2:15][CH2:16]1. (2) Given the reactants Cl[C:2]1[N:3]=[CH:4][C:5]2[N:11]([CH3:12])[C:10](=[O:13])[C:9]([F:15])([F:14])[CH2:8][N:7]([CH:16]3[CH2:20][CH2:19][CH2:18][CH2:17]3)[C:6]=2[N:21]=1.[CH3:22][O:23][C:24]1[CH:25]=[C:26]([CH:30]=[CH:31][C:32]=1[NH2:33])[C:27]([OH:29])=[O:28], predict the reaction product. The product is: [CH:16]1([N:7]2[CH2:8][C:9]([F:15])([F:14])[C:10](=[O:13])[N:11]([CH3:12])[C:5]3[CH:4]=[N:3][C:2]([NH:33][C:32]4[CH:31]=[CH:30][C:26]([C:27]([OH:29])=[O:28])=[CH:25][C:24]=4[O:23][CH3:22])=[N:21][C:6]2=3)[CH2:20][CH2:19][CH2:18][CH2:17]1. (3) Given the reactants [OH:1][C:2]1[CH:7]=[CH:6][C:5]([C:8]2[CH:13]=[CH:12][C:11]([CH:14]=O)=[CH:10][CH:9]=2)=[CH:4][CH:3]=1.Cl.[NH2:17][OH:18], predict the reaction product. The product is: [OH:1][C:2]1[CH:7]=[CH:6][C:5]([C:8]2[CH:13]=[CH:12][C:11]([CH:14]=[N:17][OH:18])=[CH:10][CH:9]=2)=[CH:4][CH:3]=1. (4) The product is: [CH2:19]([N:1]([C:10]([O:12][C:13]([CH3:16])([CH3:15])[CH3:14])=[O:11])[NH:2][C:3]([O:5][C:6]([CH3:7])([CH3:8])[CH3:9])=[O:4])[C:18]#[CH:17]. Given the reactants [NH:1]([C:10]([O:12][C:13]([CH3:16])([CH3:15])[CH3:14])=[O:11])[NH:2][C:3]([O:5][C:6]([CH3:9])([CH3:8])[CH3:7])=[O:4].[CH2:17](Br)[C:18]#[CH:19].O, predict the reaction product.